From a dataset of Ames mutagenicity test results for genotoxicity prediction. Regression/Classification. Given a drug SMILES string, predict its toxicity properties. Task type varies by dataset: regression for continuous values (e.g., LD50, hERG inhibition percentage) or binary classification for toxic/non-toxic outcomes (e.g., AMES mutagenicity, cardiotoxicity, hepatotoxicity). Dataset: ames. The drug is Oc1ccc2ccc3c4ccccc4ccc3c2c1. The result is 1 (mutagenic).